This data is from Reaction yield outcomes from USPTO patents with 853,638 reactions. The task is: Predict the reaction yield, written as a fraction of the theoretical maximum amount of product (1.0 means a 100% yield; for example, 0.34 means a 34% yield). (1) The reactants are Br[CH2:2][C:3]1[C:11]2[C:10](=[O:12])[N:9]([CH2:13][CH2:14][C:15]([O:17][CH2:18][CH3:19])=[O:16])[C:8](=[O:20])[N:7]([CH3:21])[C:6]=2[S:5][C:4]=1[C:22]1[CH:27]=[CH:26][CH:25]=[C:24]([O:28][C:29]([F:32])([F:31])[F:30])[CH:23]=1.[Cl:33][C:34]1[CH:39]=[CH:38][C:37](B(O)O)=[CH:36][CH:35]=1.C([O-])([O-])=O.[Cs+].[Cs+]. The catalyst is C1(C)C=CC=CC=1. The product is [Cl:33][C:34]1[CH:39]=[CH:38][C:37]([CH2:2][C:3]2[C:11]3[C:10](=[O:12])[N:9]([CH2:13][CH2:14][C:15]([O:17][CH2:18][CH3:19])=[O:16])[C:8](=[O:20])[N:7]([CH3:21])[C:6]=3[S:5][C:4]=2[C:22]2[CH:27]=[CH:26][CH:25]=[C:24]([O:28][C:29]([F:32])([F:31])[F:30])[CH:23]=2)=[CH:36][CH:35]=1. The yield is 0.481. (2) The yield is 0.700. The reactants are N[C:2]1[C:7]([C:8]#[N:9])=[CH:6][C:5]([Br:10])=[CH:4][N:3]=1.N([O-])=O.[Na+].[ClH:15]. The catalyst is O. The product is [Br:10][C:5]1[CH:6]=[C:7]([C:8]#[N:9])[C:2]([Cl:15])=[N:3][CH:4]=1. (3) The reactants are Cl[C:2]1[CH:7]=[CH:6][C:5]([Cl:8])=[CH:4][N:3]=1.[C:9]1(B(O)O)[CH:14]=[CH:13][CH:12]=[CH:11][CH:10]=1.C(=O)([O-])[O-].[K+].[K+].C(COC)OC. The catalyst is C1C=CC([P]([Pd]([P](C2C=CC=CC=2)(C2C=CC=CC=2)C2C=CC=CC=2)([P](C2C=CC=CC=2)(C2C=CC=CC=2)C2C=CC=CC=2)[P](C2C=CC=CC=2)(C2C=CC=CC=2)C2C=CC=CC=2)(C2C=CC=CC=2)C2C=CC=CC=2)=CC=1.O. The product is [Cl:8][C:5]1[CH:6]=[CH:7][C:2]([C:9]2[CH:14]=[CH:13][CH:12]=[CH:11][CH:10]=2)=[N:3][CH:4]=1. The yield is 0.730. (4) The reactants are C(O)(=[O:3])C.[CH3:5][C:6]1[CH:10]=[C:9]([CH3:11])[NH:8][C:7]=1[C:12]([O:14][CH2:15][CH3:16])=[O:13]. The catalyst is C1COCC1.O. The product is [CH2:15]([O:14][C:12]([C:7]1[NH:8][C:9]([CH:11]=[O:3])=[CH:10][C:6]=1[CH3:5])=[O:13])[CH3:16]. The yield is 0.440. (5) The product is [CH:43]([N:15]1[CH2:14][CH2:13][C:12]2[N:8]=[C:9]([C:18]3[C:19]([CH3:41])=[CH:20][C:21]([CH3:40])=[C:22]([CH:39]=3)[C:23]([N:25]3[CH2:26][CH2:27][CH:28]([C:31]4[CH:32]=[CH:33][C:34]([C:35]#[N:36])=[CH:37][CH:38]=4)[CH2:29][CH2:30]3)=[O:24])[NH:10][C:11]=2[CH2:17][CH2:16]1)([CH3:45])[CH3:44]. The reactants are FC(F)(F)C(O)=O.[NH:8]1[C:12]2[CH2:13][CH2:14][NH:15][CH2:16][CH2:17][C:11]=2[N:10]=[C:9]1[C:18]1[C:19]([CH3:41])=[CH:20][C:21]([CH3:40])=[C:22]([CH:39]=1)[C:23]([N:25]1[CH2:30][CH2:29][CH:28]([C:31]2[CH:38]=[CH:37][C:34]([C:35]#[N:36])=[CH:33][CH:32]=2)[CH2:27][CH2:26]1)=[O:24].I[CH:43]([CH3:45])[CH3:44].CCN(C(C)C)C(C)C. The yield is 0.210. The catalyst is CN(C)C=O.C(OCC)(=O)C. (6) The reactants are [NH2:1][C:2]1[C:3]2[N:4]([C:8]([CH:25]3[CH2:30][CH2:29][CH:28]([CH2:31][O:32]S(C4C=CC(C)=CC=4)(=O)=O)[CH2:27][CH2:26]3)=[N:9][C:10]=2[C:11]2[CH:16]=[CH:15][CH:14]=[C:13]([O:17][CH2:18][C:19]3[CH:24]=[CH:23][CH:22]=[CH:21][CH:20]=3)[CH:12]=2)[CH:5]=[CH:6][N:7]=1.[NH2:43][C:44]1[CH:49]=[CH:48][CH:47]=[CH:46][CH:45]=1.CN(C=[O:54])C. The catalyst is CO. The product is [CH:31]([OH:32])=[O:54].[CH2:18]([O:17][C:13]1[CH:12]=[C:11]([C:10]2[N:9]=[C:8]([CH:25]3[CH2:30][CH2:29][CH:28]([CH2:31][NH:43][C:44]4[CH:49]=[CH:48][CH:47]=[CH:46][CH:45]=4)[CH2:27][CH2:26]3)[N:4]3[CH:5]=[CH:6][N:7]=[C:2]([NH2:1])[C:3]=23)[CH:16]=[CH:15][CH:14]=1)[C:19]1[CH:20]=[CH:21][CH:22]=[CH:23][CH:24]=1. The yield is 0.310.